From a dataset of Full USPTO retrosynthesis dataset with 1.9M reactions from patents (1976-2016). Predict the reactants needed to synthesize the given product. (1) Given the product [C:21]([NH:24][NH:25][C:18]([C@@H:13]1[CH2:12][CH2:11][C@@H:10]2[CH2:17][N:14]1[C:15](=[O:16])[N:9]2[O:8][CH2:1][C:2]1[CH:3]=[CH:4][CH:5]=[CH:6][CH:7]=1)=[O:20])(=[O:23])[CH3:22], predict the reactants needed to synthesize it. The reactants are: [CH2:1]([O:8][N:9]1[C:15](=[O:16])[N:14]2[CH2:17][C@H:10]1[CH2:11][CH2:12][C@H:13]2[C:18]([OH:20])=O)[C:2]1[CH:7]=[CH:6][CH:5]=[CH:4][CH:3]=1.[C:21]([NH:24][NH2:25])(=[O:23])[CH3:22].ON1C2C=CC=CC=2N=N1.Cl.C(N=C=NCCCN(C)C)C. (2) Given the product [CH:5]1([CH:4]([N:10]2[CH:14]=[C:13]([C:15]3[CH:20]=[CH:19][N:18]=[C:17]([NH:21][C:22]4[CH:23]=[CH:24][C:25]([C:26]([N:35]5[CH2:36][CH2:37][N:32]([CH3:31])[CH2:33][CH2:34]5)=[O:27])=[CH:29][CH:30]=4)[N:16]=3)[CH:12]=[N:11]2)[CH2:3][C:1]#[N:2])[CH2:6][CH2:7][CH2:8][CH2:9]1, predict the reactants needed to synthesize it. The reactants are: [C:1]([CH2:3][CH:4]([N:10]1[CH:14]=[C:13]([C:15]2[CH:20]=[CH:19][N:18]=[C:17]([NH:21][C:22]3[CH:30]=[CH:29][C:25]([C:26](O)=[O:27])=[CH:24][CH:23]=3)[N:16]=2)[CH:12]=[N:11]1)[CH:5]1[CH2:9][CH2:8][CH2:7][CH2:6]1)#[N:2].[CH3:31][N:32]1[CH2:37][CH2:36][NH:35][CH2:34][CH2:33]1.F[P-](F)(F)(F)(F)F.N1(O[P+](N(C)C)(N(C)C)N(C)C)C2C=CC=CC=2N=N1.C(N(CC)C(C)C)(C)C. (3) Given the product [Br:1][C:2]1[CH:3]=[CH:4][C:5]([CH:8]([O:29][C:36]2[CH:35]=[CH:34][CH:33]=[C:32]([O:31][CH3:30])[CH:37]=2)[CH2:9][CH2:10][N:11]2[CH2:16][CH2:15][CH:14]([C:17]3[CH:18]=[C:19]([NH:23][C:24](=[O:28])[CH:25]([CH3:26])[CH3:27])[CH:20]=[CH:21][CH:22]=3)[CH2:13][CH2:12]2)=[CH:6][CH:7]=1, predict the reactants needed to synthesize it. The reactants are: [Br:1][C:2]1[CH:7]=[CH:6][C:5]([CH:8]([OH:29])[CH2:9][CH2:10][N:11]2[CH2:16][CH2:15][CH:14]([C:17]3[CH:18]=[C:19]([NH:23][C:24](=[O:28])[CH:25]([CH3:27])[CH3:26])[CH:20]=[CH:21][CH:22]=3)[CH2:13][CH2:12]2)=[CH:4][CH:3]=1.[CH3:30][O:31][C:32]1[CH:33]=[C:34](O)[CH:35]=[CH:36][CH:37]=1. (4) Given the product [C:20]1([C:12]2[CH:13]=[C:14]([C:36]3[CH:37]=[CH:38][NH:34][CH:35]=3)[CH:15]=[C:16]3[C:11]=2[N:10]=[C:9]([P:4](=[O:8])([OH:5])[OH:3])[CH:18]=[CH:17]3)[C:29]2[C:24](=[CH:25][CH:26]=[CH:27][CH:28]=2)[CH:23]=[CH:22][CH:21]=1, predict the reactants needed to synthesize it. The reactants are: C([O:3][P:4]([C:9]1[CH:18]=[CH:17][C:16]2[C:11](=[C:12]([C:20]3[C:29]4[C:24](=[CH:25][CH:26]=[CH:27][CH:28]=4)[CH:23]=[CH:22][CH:21]=3)[CH:13]=[C:14](I)[CH:15]=2)[N:10]=1)(=[O:8])[O:5]CC)C.C([Si](C(C)C)(C(C)C)[N:34]1[CH:38]=[CH:37][C:36](B(O)O)=[CH:35]1)(C)C.C([O-])([O-])=O.[K+].[K+].C(Cl)Cl.CCOC(C)=O. (5) Given the product [C:28]([C:26]1[CH:25]=[CH:24][N:23]=[C:22]([N:12]2[C:11]3[CH:10]=[C:9]([OH:8])[CH:21]=[CH:20][C:19]=3[C:18]3[C:13]2=[CH:14][CH:15]=[CH:16][CH:17]=3)[CH:27]=1)([CH3:31])([CH3:29])[CH3:30], predict the reactants needed to synthesize it. The reactants are: C([O:8][C:9]1[CH:21]=[CH:20][C:19]2[C:18]3[C:13](=[CH:14][CH:15]=[CH:16][CH:17]=3)[N:12]([C:22]3[CH:27]=[C:26]([C:28]([CH3:31])([CH3:30])[CH3:29])[CH:25]=[CH:24][N:23]=3)[C:11]=2[CH:10]=1)C1C=CC=CC=1.CC1C(C)=C(C)C(C)=C(C)C=1.B(Cl)(Cl)Cl. (6) The reactants are: C[O:2][C:3]1[CH:4]=[C:5]2[C:11](=[CH:12][CH:13]=1)[CH:10]1[CH2:14][CH:6]2[CH2:7][CH2:8][NH:9]1.[BrH:15]. Given the product [Br-:15].[OH:2][C:3]1[CH:4]=[C:5]2[C:11](=[CH:12][CH:13]=1)[CH:10]1[CH2:14][CH:6]2[CH2:7][CH2:8][NH2+:9]1, predict the reactants needed to synthesize it.